Task: Predict the product of the given reaction.. Dataset: Forward reaction prediction with 1.9M reactions from USPTO patents (1976-2016) (1) The product is: [CH2:11]([Br:37])[CH2:12][CH2:13][CH2:14][CH2:15][CH2:16][CH2:17][CH2:18]/[CH:19]=[CH:20]\[CH2:21]/[CH:22]=[CH:23]\[CH2:24][CH2:25][CH2:26][CH2:27][CH3:28]. Given the reactants CN(C=O)C.CS(O[CH2:11][CH2:12][CH2:13][CH2:14][CH2:15][CH2:16][CH2:17][CH2:18]/[CH:19]=[CH:20]\[CH2:21]/[CH:22]=[CH:23]\[CH2:24][CH2:25][CH2:26][CH2:27][CH3:28])(=O)=O.CC(C)=O.C(=O)=O.[Li+].[Br-:37], predict the reaction product. (2) Given the reactants CS(Cl)(=O)=O.[Cl:6][C:7]1[CH:12]=[CH:11][C:10]([C:13]2[CH:14]=[CH:15][C:16]([C:19]#[C:20][C:21]3[CH:30]=[CH:29][C:24]([O:25][CH2:26][CH2:27]O)=[CH:23][CH:22]=3)=[N:17][CH:18]=2)=[CH:9][CH:8]=1.[CH2:31]([N:33](CC)[CH2:34][CH3:35])[CH3:32].N1CC=CC1, predict the reaction product. The product is: [Cl:6][C:7]1[CH:8]=[CH:9][C:10]([C:13]2[CH:14]=[CH:15][C:16]([C:19]#[C:20][C:21]3[CH:30]=[CH:29][C:24]([O:25][CH2:26][CH2:27][N:33]4[CH2:34][CH:35]=[CH:32][CH2:31]4)=[CH:23][CH:22]=3)=[N:17][CH:18]=2)=[CH:11][CH:12]=1. (3) Given the reactants C(Cl)(=O)C.Cl.C[C@@:7]([C:11]([OH:13])=[O:12])([CH2:9][SH:10])[NH2:8].[CH2:14](O)[CH:15]([CH3:17])[CH3:16], predict the reaction product. The product is: [CH2:14]([O:13][C:11](=[O:12])[C@H:7]([CH2:9][SH:10])[NH2:8])[CH:15]([CH3:17])[CH3:16]. (4) Given the reactants [CH:1]([N:14]1[C:22]2[C:17](=[CH:18][C:19]([Cl:23])=[CH:20][CH:21]=2)[C:16]([CH2:24][CH2:25][O:26][C:27]2[CH:35]=[CH:34][C:30]([C:31]([OH:33])=[O:32])=[CH:29][CH:28]=2)=[C:15]1[CH2:36][CH2:37][NH:38]S(CC1C=CC=CC=1)(=O)=O)([C:8]1[CH:13]=[CH:12][CH:11]=[CH:10][CH:9]=1)[C:2]1[CH:7]=[CH:6][CH:5]=[CH:4][CH:3]=1.[CH:49]1([S:52](Cl)(=[O:54])=[O:53])[CH2:51][CH2:50]1, predict the reaction product. The product is: [CH:1]([N:14]1[C:22]2[C:17](=[CH:18][C:19]([Cl:23])=[CH:20][CH:21]=2)[C:16]([CH2:24][CH2:25][O:26][C:27]2[CH:35]=[CH:34][C:30]([C:31]([OH:33])=[O:32])=[CH:29][CH:28]=2)=[C:15]1[CH2:36][CH2:37][NH:38][S:52]([CH:49]1[CH2:51][CH2:50]1)(=[O:54])=[O:53])([C:2]1[CH:3]=[CH:4][CH:5]=[CH:6][CH:7]=1)[C:8]1[CH:9]=[CH:10][CH:11]=[CH:12][CH:13]=1. (5) Given the reactants [NH2:1][N:2]1[N:11]=[C:10]([S:12]([C:15]2[CH:20]=[CH:19][CH:18]=[CH:17][CH:16]=2)(=[O:14])=[O:13])[C:9]2[C:4](=[CH:5][CH:6]=[CH:7][CH:8]=2)[C:3]1=[O:21].[F:22][C:23]1[CH:24]=[C:25]([CH2:30][C:31](O)=[O:32])[CH:26]=[C:27]([F:29])[CH:28]=1, predict the reaction product. The product is: [F:22][C:23]1[CH:24]=[C:25]([CH2:30][C:31]([NH:1][N:2]2[N:11]=[C:10]([S:12]([C:15]3[CH:16]=[CH:17][CH:18]=[CH:19][CH:20]=3)(=[O:14])=[O:13])[C:9]3[C:4](=[CH:5][CH:6]=[CH:7][CH:8]=3)[C:3]2=[O:21])=[O:32])[CH:26]=[C:27]([F:29])[CH:28]=1. (6) Given the reactants [CH3:1][O:2][CH2:3][C:4]([OH:6])=O.[Cl:7][C:8]1[CH:9]=[C:10]([NH:22][C:23]2[C:32]3[C:27](=[CH:28][CH:29]=[CH:30][C:31]=3[O:33][C@@H:34]([CH3:38])[CH2:35][NH:36][CH3:37])[N:26]=[CH:25][N:24]=2)[CH:11]=[CH:12][C:13]=1[O:14][CH2:15][C:16]1[CH:21]=[CH:20][CH:19]=[CH:18][N:17]=1, predict the reaction product. The product is: [Cl:7][C:8]1[CH:9]=[C:10]([NH:22][C:23]2[C:32]3[C:27](=[CH:28][CH:29]=[CH:30][C:31]=3[O:33][C@@H:34]([CH3:38])[CH2:35][N:36]([CH3:37])[C:4](=[O:6])[CH2:3][O:2][CH3:1])[N:26]=[CH:25][N:24]=2)[CH:11]=[CH:12][C:13]=1[O:14][CH2:15][C:16]1[CH:21]=[CH:20][CH:19]=[CH:18][N:17]=1. (7) Given the reactants Br[C:2]1[CH:3]=[C:4]2[C:9](=[CH:10][CH:11]=1)[N:8]=[C:7]([CH3:12])[CH:6]=[CH:5]2.[CH3:13][O:14][C:15]1[CH:16]=[N:17][CH:18]=[C:19](B2OC(C)(C)C(C)(C)O2)[CH:20]=1.O1CCOCC1.[F-].[Cs+], predict the reaction product. The product is: [CH3:13][O:14][C:15]1[CH:20]=[C:19]([C:2]2[CH:3]=[C:4]3[C:9](=[CH:10][CH:11]=2)[N:8]=[C:7]([CH3:12])[CH:6]=[CH:5]3)[CH:18]=[N:17][CH:16]=1. (8) The product is: [CH3:23][C:24]1[C:33]([CH3:34])=[N:32][C:31]2[C:26](=[CH:27][CH:28]=[C:29]([C:35]([NH:2][C:3]3[CH:4]=[C:5]([NH:10][C:11](=[O:22])[C:12]4[CH:17]=[CH:16][CH:15]=[C:14]([C:18]([F:19])([F:20])[F:21])[CH:13]=4)[CH:6]=[CH:7][C:8]=3[CH3:9])=[O:36])[CH:30]=2)[N:25]=1. Given the reactants Cl.[NH2:2][C:3]1[CH:4]=[C:5]([NH:10][C:11](=[O:22])[C:12]2[CH:17]=[CH:16][CH:15]=[C:14]([C:18]([F:21])([F:20])[F:19])[CH:13]=2)[CH:6]=[CH:7][C:8]=1[CH3:9].[CH3:23][C:24]1[C:33]([CH3:34])=[N:32][C:31]2[C:26](=[CH:27][CH:28]=[C:29]([C:35](O)=[O:36])[CH:30]=2)[N:25]=1.C(N(C(C)C)CC)(C)C.CN(C(ON1N=NC2C=CC=NC1=2)=[N+](C)C)C.F[P-](F)(F)(F)(F)F, predict the reaction product. (9) Given the reactants [C:1]([N:8]1[CH2:12][CH2:11][CH2:10][CH2:9]1)([O:3][C:4]([CH3:7])([CH3:6])[CH3:5])=[O:2].C1C[C@H]2N(C[C@H]3[C@@H]4CCCCN4C[C@@H]2C3)CC1.C([Li])(CC)C.Br[C:36]1[S:40][C:39]([C:41]([O:43][CH3:44])=[O:42])=[CH:38][CH:37]=1.F[B-](F)(F)F.C(P(C(C)(C)C)C(C)(C)C)(C)(C)C.[OH-].[NH4+], predict the reaction product. The product is: [CH3:44][O:43][C:41]([C:39]1[S:40][C:36]([C@H:12]2[CH2:11][CH2:10][CH2:9][N:8]2[C:1]([O:3][C:4]([CH3:7])([CH3:6])[CH3:5])=[O:2])=[CH:37][CH:38]=1)=[O:42]. (10) Given the reactants [Br:1][C:2]1[C:11]([N+:12]([O-])=O)=[CH:10][C:9]([Cl:15])=[CH:8][C:3]=1[C:4]([O:6][CH3:7])=[O:5].[Cl-].[NH4+].O, predict the reaction product. The product is: [NH2:12][C:11]1[C:2]([Br:1])=[C:3]([CH:8]=[C:9]([Cl:15])[CH:10]=1)[C:4]([O:6][CH3:7])=[O:5].